Dataset: Experimentally validated miRNA-target interactions with 360,000+ pairs, plus equal number of negative samples. Task: Binary Classification. Given a miRNA mature sequence and a target amino acid sequence, predict their likelihood of interaction. (1) The protein sequence of the target gene is MGENADGDQVMENLLQLRCHFTWKLLFENNDIPDLEVRISEQVQFLDIKNPLGMHNLLAYVRHLKGQQDEALQSLKEAEALIQSEQLSKRSLATWGNCAWLHYHRGSLAEAQIYLDKVEKVCKEFSSPFRYRLECAEMDCEEGWALLKCGGGNYKQAMACFAKALKVEPENPEYNTGYAVVAYRQDLDDNFISLEPLRKAVRLNPEDPYLKVLLALKLQDLGEHVEAEAHIEEALSSTSCQSYVIRYAAKYFRRKHRVDKALHLLNRALQASPSSGYLHYQKGLCYKQQISQLRTSRNRQ.... Result: 0 (no interaction). The miRNA is hsa-miR-542-3p with sequence UGUGACAGAUUGAUAACUGAAA. (2) The miRNA is hsa-miR-5698 with sequence UGGGGGAGUGCAGUGAUUGUGG. The protein sequence of the target gene is MGGPRAWALLCLGLLLPGGGAAWSIGAAPFSGRRNWCSYVVTRTISCHVQNGTYLQRVLQNCPWPMSCPGSSYRTVVRPTYKVMYKIVTAREWRCCPGHSGVSCEEASSASLEPMWSGSTMRRMALRPTAFSGCLNCSKVSELTERLKVLEAKMTMLTVIEQPVPPTPATPEDPAPLWGPPPAQGSPGDGGLQDQVGAWGLPGPTGPKGDAGSRGPMGMRGPPGPQGPPGSPGRAGAVGTPGERGPPGPPGPPGPPGPPAPVGPPHARISQHGDPLLSNTFTETNNHWPQGPTGPPGPPG.... Result: 1 (interaction). (3) The miRNA is hsa-miR-383-5p with sequence AGAUCAGAAGGUGAUUGUGGCU. The protein sequence of the target gene is METQELRGALALLLLCFFTSASQDLQVIDLLTVGESRQMVAVAEKIRTALLTAGDIYLLSTFRLPPKQGGVLFGLYSRQDNTRWLEASVVGKINKVLVRYQREDGKVHAVNLQQAGLADGRTHTVLLRLRGPSRPSPALHLYVDCKLGDQHAGLPALAPIPPAEVDGLEIRTGQKAYLRMQGFVESMKIILGGSMARVGALSECPFQGDESIHSAVTNALHSILGEQTKALVTQLTLFNQILVELRDDIRDQVKEMSLIRNTIMECQVCGFHEQRSHCSPNPCFRGVDCMEVYEYPGYRC.... Result: 0 (no interaction). (4) The miRNA is mmu-miR-466l-5p with sequence UUGUGUGUACAUGUACAUGUAU. Result: 1 (interaction). The protein sequence of the target gene is MAEYLRLPHSLAMIRLCNPPVNAISPTVITEVRNGLQKASLDHTVRAIVICGANDNFCAGADIHGFKSPTGLTLGSLVDEIQRYQKPVVAAIQGVALGGGLELALGCHYRIANAKARVGFPEVMLGILPGARGTQLLPRVVGVPVALDLITSGRHISTDEALKLGILDVVVKSDPVEEAIKFAQTVIGKPIEPRRILNKPVPSLPNMDSVFAEAIAKVRKQYPGRLAPETCVRSVQASVKHPYEVAIKEEAKLFMYLRGSGQARALQYAFFAEKSANKWSTPSGASWKTASAQPVSSVGV.... (5) The miRNA is hsa-miR-4453 with sequence GAGCUUGGUCUGUAGCGGUU. The protein sequence of the target gene is MNWHLPLFLLASVTLPSICSHFNPLSLEELGSNTGIQVFNQIVKSRPHDNIVISPHGIASVLGMLQLGADGRTKKQLAMVMRYGVNGVGKILKKINKAIVSKKNKDIVTVANAVFVKNASEIEVPFVTRNKDVFQCEVRNVNFEDPASACDSINAWVKNETRDMIDNLLSPDLIDGVLTRLVLVNAVYFKGLWKSRFQPENTKKRTFVAADGKSYQVPMLAQLSVFRCGSTSAPNDLWYNFIELPYHGESISMLIALPTESSTPLSAIIPHISTKTIDSWMSIMVPKRVQVILPKFTAVA.... Result: 0 (no interaction). (6) Result: 1 (interaction). The protein sequence of the target gene is MPALRPALLWALLALWLCCAAPAHALQCRDGYEPCVNEGMCVTYHNGTGYCKCPEGFLGEYCQHRDPCEKNRCQNGGTCVAQAMLGKATCRCASGFTGEDCQYSTSHPCFVSRPCLNGGTCHMLSRDTYECTCQVGFTGKECQWTDACLSHPCANGSTCTTVANQFSCKCLTGFTGQKCETDVNECDIPGHCQHGGTCLNLPGSYQCQCPQGFTGQYCDSLYVPCAPSPCVNGGTCRQTGDFTFECNCLPGFEGSTCERNIDDCPNHRCQNGGVCVDGVNTYNCRCPPQWTGQFCTEDVD.... The miRNA is hsa-miR-5100 with sequence UUCAGAUCCCAGCGGUGCCUCU. (7) The miRNA is hsa-miR-3621 with sequence CGCGGGUCGGGGUCUGCAGG. Result: 0 (no interaction). The protein sequence of the target gene is MEDKQETCPKGDSDFVSDKVNFKTEEDDDQTPCHSLEQVDFKSESEDMRQTDSGDEQADIRAASCACQPSGKFLAAESEDDYGSLFSQYSSTLYSVAMEAVTQSLLSSRHISSRKKSPAWKHFFISPRDSTKAICTYCMKEFSRGKNEKDLSTSCLMRHVRRAHPTKLIQENGSLSAGSSFSPPSLLLPPQPADVGDLSTVLSPVRLVQKMAPKIPSPDQIMEESVTVVSSEELSSDVSVTEKYSREEALAGSSPNLSMLHYDDASETMADRNLSLPKSTSGSRRRSAVWKHFYLSPLDS.... (8) The miRNA is hsa-miR-6843-3p with sequence AUGGUCUCCUGUUCUCUGCAG. The protein sequence of the target gene is MAESVERLQQRVQELERELAQERSLQVPRSGDGGGGRVRIEKMSSEVVDSNPYSRLMALKRMGIVSDYEKIRTFAVAIVGVGGVGSVTAEMLTRCGIGKLLLFDYDKVELANMNRLFFQPHQAGLSKVQAAEHTLRNINPDVLFEVHNYNITTVENFQHFMDRISNGGLEEGKPVDLVLSCVDNFEARMTINTACNELGQTWMESGVSENAVSGHIQLIIPGESACFACAPPLVVAANIDEKTLKREGVCAASLPTTMGVVAGILVQNVLKFLLNFGTVSFYLGYNAMQDFFPTMSMKPN.... Result: 1 (interaction). (9) The miRNA is hsa-miR-433-3p with sequence AUCAUGAUGGGCUCCUCGGUGU. The protein sequence of the target gene is MAGLSDLELRRELQALGFQPGPITDTTRDVYRNKLRRLRGEARLRDEERLREEARPRGEERLREEARLREDAPLRARPAAASPRAEPWLSQPASGSAYATPGAYGDIRPSAASWVGSRGLAYPARPAQLRRRASVRGSSEEDEDARTPDRATQGPGLAARRWWAASPAPARLPSSLLGPDPRPGLRATRAGPAGAARARPEVGRRLERWLSRLLLWASLGLLLVFLGILWVKMGKPSAPQEAEDNMKLLPVDCERKTDEFCQAKQKAALLELLHELYNFLAIQAGNFECGNPENLKSKCI.... Result: 1 (interaction).